This data is from Catalyst prediction with 721,799 reactions and 888 catalyst types from USPTO. The task is: Predict which catalyst facilitates the given reaction. (1) Reactant: [OH:1][C:2]1[CH:7]=[CH:6][C:5]([CH:8]=[CH:9][C:10]([OH:12])=[O:11])=[CH:4][C:3]=1[O:13][CH3:14].Cl.C(O)C. Product: [OH:1][C:2]1[CH:7]=[CH:6][C:5]([CH2:8][CH2:9][C:10]([OH:12])=[O:11])=[CH:4][C:3]=1[O:13][CH3:14]. The catalyst class is: 304. (2) Reactant: FC(F)(F)[C:3]1[CH:4]=[C:5]([CH:26]=[C:27](C(F)(F)F)[CH:28]=1)[C:6]([N:8]1[CH2:25][CH2:24][C:11]2([C:15](=[O:16])[NH:14][C:13](=[O:17])[CH:12]2[C:18]2[CH:23]=[CH:22][CH:21]=[CH:20][CH:19]=2)[CH2:10][CH2:9]1)=O.[H-].C([Al+]CC(C)C)C(C)C.CO.O. Product: [CH2:6]([N:8]1[CH2:9][CH2:10][C:11]2([C:15](=[O:16])[NH:14][CH:13]([OH:17])[CH:12]2[C:18]2[CH:19]=[CH:20][CH:21]=[CH:22][CH:23]=2)[CH2:24][CH2:25]1)[C:5]1[CH:4]=[CH:3][CH:28]=[CH:27][CH:26]=1. The catalyst class is: 11.